Task: Predict the reactants needed to synthesize the given product.. Dataset: Full USPTO retrosynthesis dataset with 1.9M reactions from patents (1976-2016) (1) Given the product [C:1]([C:5]1[CH:9]=[C:8]([NH:10][C:11]([NH:13][C:14]2[C:23]3[C:18](=[CH:19][CH:20]=[CH:21][CH:22]=3)[CH:17]=[CH:16][CH:15]=2)=[O:12])[N:7]([C:24]2[CH:25]=[CH:26][C:27]([CH2:30][CH2:31][C:32]([OH:34])=[O:33])=[CH:28][CH:29]=2)[N:6]=1)([CH3:4])([CH3:2])[CH3:3], predict the reactants needed to synthesize it. The reactants are: [C:1]([C:5]1[CH:9]=[C:8]([NH:10][C:11]([NH:13][C:14]2[C:23]3[C:18](=[CH:19][CH:20]=[CH:21][CH:22]=3)[CH:17]=[CH:16][CH:15]=2)=[O:12])[N:7]([C:24]2[CH:29]=[CH:28][C:27]([CH2:30][CH2:31][C:32]([O:34]CC)=[O:33])=[CH:26][CH:25]=2)[N:6]=1)([CH3:4])([CH3:3])[CH3:2].C1(N=C=O)C2C(=CC=CC=2)C=CC=1. (2) Given the product [NH2:6][CH:7]([C:12]1[CH:17]=[CH:16][C:15]([O:18][C:19]([F:20])([F:21])[F:22])=[C:14]([F:23])[CH:13]=1)[CH2:8][C:9]([O:11][CH3:24])=[O:10], predict the reactants needed to synthesize it. The reactants are: S(=O)(=O)(O)O.[NH2:6][CH:7]([C:12]1[CH:17]=[CH:16][C:15]([O:18][C:19]([F:22])([F:21])[F:20])=[C:14]([F:23])[CH:13]=1)[CH2:8][C:9]([OH:11])=[O:10].[CH3:24]O. (3) Given the product [NH2:45][C:43]1[CH:44]=[CH:39][CH:40]=[CH:41][C:42]=1[NH:2][C:3](=[O:26])[C:4]1[CH:9]=[CH:8][CH:7]=[C:6]([NH:10][C:11]2[S:12][CH:13]=[C:14]([C:16]3[N:20]4[CH:21]=[CH:22][CH:23]=[CH:24][C:19]4=[N:18][C:17]=3[CH3:25])[N:15]=2)[CH:5]=1, predict the reactants needed to synthesize it. The reactants are: O[NH:2][C:3](=[O:26])[C:4]1[CH:9]=[CH:8][CH:7]=[C:6]([NH:10][C:11]2[S:12][CH:13]=[C:14]([C:16]3[N:20]4[CH:21]=[CH:22][CH:23]=[CH:24][C:19]4=[N:18][C:17]=3[CH3:25])[N:15]=2)[CH:5]=1.CCN=C=NCCCN(C)C.Cl.[CH:39]1[CH:40]=[CH:41][C:42]2N(O)N=[N:45][C:43]=2[CH:44]=1.C(N(C(C)C)CC)(C)C. (4) Given the product [NH2:24][C@H:22]([C:21]1[N:20]=[C:19]2[CH:25]=[CH:26][N:27]([CH3:28])[C:18]2=[CH:17][C:16]=1[N:6]1[CH2:5][CH2:4][N:3]([C:8]([O:10][C:11]([CH3:13])([CH3:12])[CH3:14])=[O:9])[C@@H:2]([CH3:1])[CH2:7]1)[CH3:23], predict the reactants needed to synthesize it. The reactants are: [CH3:1][C@H:2]1[CH2:7][NH:6][CH2:5][CH2:4][N:3]1[C:8]([O:10][C:11]([CH3:14])([CH3:13])[CH3:12])=[O:9].Br[C:16]1[CH:17]=[C:18]2[N:27]([CH3:28])[CH:26]=[CH:25][C:19]2=[N:20][C:21]=1[C@@H:22]([NH2:24])[CH3:23].CC([O-])(C)C.[K+].C([O-])(O)=O.[Na+]. (5) Given the product [CH2:1]([C:3]1[C:4]2[C:12](=[O:14])[N:24]([CH2:23][CH2:22][CH2:21][N:16]3[CH:20]=[CH:19][N:18]=[CH:17]3)[C:10](=[S:11])[NH:9][C:5]=2[S:6][C:7]=1[CH3:8])[CH3:2], predict the reactants needed to synthesize it. The reactants are: [CH2:1]([C:3]1[C:4]([C:12]([O:14]C)=O)=[C:5]([N:9]=[C:10]=[S:11])[S:6][C:7]=1[CH3:8])[CH3:2].[N:16]1([CH2:21][CH2:22][CH2:23][NH2:24])[CH:20]=[CH:19][N:18]=[CH:17]1.